This data is from Forward reaction prediction with 1.9M reactions from USPTO patents (1976-2016). The task is: Predict the product of the given reaction. (1) Given the reactants [CH2:1]([O:3][C:4](=[O:18])[C:5](=O)[CH:6]=[C:7]([C:9]1[CH:14]=[CH:13][C:12]([Cl:15])=[C:11]([CH3:16])[CH:10]=1)[O-])C.O.[NH2:20][NH2:21], predict the reaction product. The product is: [CH3:1][O:3][C:4]([C:5]1[CH:6]=[C:7]([C:9]2[CH:14]=[CH:13][C:12]([Cl:15])=[C:11]([CH3:16])[CH:10]=2)[NH:21][N:20]=1)=[O:18]. (2) Given the reactants [CH:1]([C:13]([O:15]CC)=O)([C:8](OCC)=[O:9])[CH2:2][C:3]([O:5][CH2:6][CH3:7])=[O:4].C(O)(=O)C.[CH:22]([NH2:24])=[NH:23].Cl, predict the reaction product. The product is: [OH:15][C:13]1[C:1]([CH2:2][C:3]([O:5][CH2:6][CH3:7])=[O:4])=[C:8]([OH:9])[N:24]=[CH:22][N:23]=1. (3) Given the reactants [NH2:1][C:2]1[CH:7]=[CH:6][C:5]([CH2:8][CH2:9][C:10]2[N:11]=[C:12]([NH:26][C:27](=[O:29])[CH3:28])[S:13][C:14]=2[CH2:15][C:16]2[CH:21]=[CH:20][C:19]([S:22]([CH3:25])(=[O:24])=[O:23])=[CH:18][CH:17]=2)=[CH:4][CH:3]=1.[C:30]([O:34][C:35](O[C:35]([O:34][C:30]([CH3:33])([CH3:32])[CH3:31])=[O:36])=[O:36])([CH3:33])([CH3:32])[CH3:31], predict the reaction product. The product is: [C:27]([NH:26][C:12]1[S:13][C:14]([CH2:15][C:16]2[CH:21]=[CH:20][C:19]([S:22]([CH3:25])(=[O:24])=[O:23])=[CH:18][CH:17]=2)=[C:10]([CH2:9][CH2:8][C:5]2[CH:4]=[CH:3][C:2]([NH:1][C:35](=[O:36])[O:34][C:30]([CH3:33])([CH3:32])[CH3:31])=[CH:7][CH:6]=2)[N:11]=1)(=[O:29])[CH3:28]. (4) The product is: [O:1]1[CH2:6][CH2:5][CH:4]([NH:7][C:8]2[C:9]3[N:10]([CH:16]=[CH:17][CH:18]=3)[N:11]=[CH:12][C:13]=2[C:14]([NH2:15])=[O:19])[CH2:3][CH2:2]1. Given the reactants [O:1]1[CH2:6][CH2:5][CH:4]([NH:7][C:8]2[C:9]3[N:10]([CH:16]=[CH:17][CH:18]=3)[N:11]=[CH:12][C:13]=2[C:14]#[N:15])[CH2:3][CH2:2]1.[OH-:19].[NH4+].OO, predict the reaction product. (5) The product is: [F:33][C:34]1[CH:66]=[C:65]([C:67]([F:70])([F:68])[F:69])[CH:64]=[CH:63][C:35]=1[C:36]([NH:38][C:39]1[CH:44]=[CH:43][C:42]([C:45]2[CH:53]=[C:52]3[C:48]([CH2:49][N:50]([C@@H:55]([CH:60]([CH3:62])[CH3:61])[C:56]([OH:58])=[O:57])[C:51]3=[O:54])=[CH:47][CH:46]=2)=[CH:41][CH:40]=1)=[O:37]. Given the reactants C(NC1C=CC(C2C=C3C(CN([C@@H](C(C)C)C(O)=O)C3=O)=CC=2)=CC=1)(=O)C1C=CC=CC=1.[F:33][C:34]1[CH:66]=[C:65]([C:67]([F:70])([F:69])[F:68])[CH:64]=[CH:63][C:35]=1[C:36]([NH:38][C:39]1[CH:44]=[CH:43][C:42]([C:45]2[CH:53]=[C:52]3[C:48]([CH2:49][N:50]([C@@H:55]([CH:60]([CH3:62])[CH3:61])[C:56]([O:58]C)=[O:57])[C:51]3=[O:54])=[CH:47][CH:46]=2)=[CH:41][CH:40]=1)=[O:37], predict the reaction product. (6) Given the reactants [Br:1][C:2]1[CH:7]=[C:6]([CH3:8])[C:5]([C:9]2[CH:10]=[C:11]([C:22]([NH2:24])=[O:23])[N:12]3[C:17](S(C)=O)=[CH:16][C:15]([CH3:21])=[N:14][C:13]=23)=[C:4]([CH3:25])[CH:3]=1.[CH2:26]([NH:29][CH2:30][CH2:31][CH3:32])[CH2:27][CH3:28].C(=O)([O-])O.[Na+], predict the reaction product. The product is: [Br:1][C:2]1[CH:7]=[C:6]([CH3:8])[C:5]([C:9]2[CH:10]=[C:11]([C:22]([NH2:24])=[O:23])[N:12]3[C:17]([N:29]([CH2:30][CH2:31][CH3:32])[CH2:26][CH2:27][CH3:28])=[CH:16][C:15]([CH3:21])=[N:14][C:13]=23)=[C:4]([CH3:25])[CH:3]=1. (7) Given the reactants [CH3:1][O:2][C:3]1[CH:4]=[C:5]([CH:23]=[CH:24][C:25]=1[O:26][CH3:27])[O:6][CH2:7][CH2:8][NH:9][C:10](=O)[CH2:11][C:12]1[CH:17]=[CH:16][C:15]([O:18][CH3:19])=[C:14]([O:20][CH3:21])[CH:13]=1.O=P(Cl)(Cl)Cl.[BH4-].[Na+].O, predict the reaction product. The product is: [CH3:21][O:20][C:14]1[CH:13]=[C:12]([CH:17]=[CH:16][C:15]=1[O:18][CH3:19])[CH2:11][CH:10]1[C:23]2[CH:24]=[C:25]([O:26][CH3:27])[C:3]([O:2][CH3:1])=[CH:4][C:5]=2[O:6][CH2:7][CH2:8][NH:9]1. (8) Given the reactants [NH2:1][C:2]1[S:3][C:4]2[C:9]([NH:10][C@H:11]([CH2:14][CH:15]([CH3:17])[CH3:16])[CH2:12][OH:13])=[N:8][C:7]([SH:18])=[N:6][C:5]=2[N:19]=1.[Cl:20][C:21]1[CH:22]=[CH:23][C:24]([C@H:27](Cl)[CH3:28])=[N:25][CH:26]=1, predict the reaction product. The product is: [NH2:1][C:2]1[S:3][C:4]2[C:9]([NH:10][C@H:11]([CH2:14][CH:15]([CH3:16])[CH3:17])[CH2:12][OH:13])=[N:8][C:7]([S:18][C@H:27]([C:24]3[CH:23]=[CH:22][C:21]([Cl:20])=[CH:26][N:25]=3)[CH3:28])=[N:6][C:5]=2[N:19]=1.